Dataset: Catalyst prediction with 721,799 reactions and 888 catalyst types from USPTO. Task: Predict which catalyst facilitates the given reaction. (1) Reactant: [C:1]([O:5][C:6]([N:8]1[CH2:14][CH2:13][C:12]2[N:15]=[CH:16][NH:17][C:11]=2[CH2:10][CH2:9]1)=[O:7])([CH3:4])([CH3:3])[CH3:2].C1C(=O)N([I:25])C(=O)C1. Product: [C:1]([O:5][C:6]([N:8]1[CH2:9][CH2:10][C:11]2[N:17]=[C:16]([I:25])[NH:15][C:12]=2[CH2:13][CH2:14]1)=[O:7])([CH3:4])([CH3:2])[CH3:3]. The catalyst class is: 1. (2) Reactant: [CH3:1][O:2][C:3]1[CH:4]=[C:5]2[C:10](=[CH:11][C:12]=1[OH:13])[N:9]=[CH:8][CH:7]=[C:6]2[O:14][C:15]1[C:16]([C:23]2[CH:28]=[CH:27][C:26]([CH3:29])=[CH:25][N:24]=2)=[N:17][C:18]([CH3:22])=[C:19]([CH3:21])[CH:20]=1.C(=O)([O-])[O-].[K+].[K+].[CH2:36]([CH:38]1[O:40][CH2:39]1)Br. Product: [CH3:1][O:2][C:3]1[CH:4]=[C:5]2[C:10](=[CH:11][C:12]=1[O:13][CH2:36][CH:38]1[CH2:39][O:40]1)[N:9]=[CH:8][CH:7]=[C:6]2[O:14][C:15]1[C:16]([C:23]2[CH:28]=[CH:27][C:26]([CH3:29])=[CH:25][N:24]=2)=[N:17][C:18]([CH3:22])=[C:19]([CH3:21])[CH:20]=1. The catalyst class is: 9. (3) Reactant: [Cl:1][C:2]1[CH:3]=[CH:4][C:5]([O:15][CH2:16][C:17]2[CH:22]=[CH:21][C:20]([Br:23])=[CH:19][C:18]=2[F:24])=[C:6]([C:8](=O)[CH2:9][CH2:10][C:11](=O)[CH3:12])[CH:7]=1.[NH2:25][C:26]1[CH:27]=[C:28]([C:32]([Cl:35])=[CH:33][CH:34]=1)[C:29]([OH:31])=[O:30].CC1C=CC(S(O)(=O)=O)=CC=1. Product: [Cl:1][C:2]1[CH:3]=[CH:4][C:5]([O:15][CH2:16][C:17]2[CH:22]=[CH:21][C:20]([Br:23])=[CH:19][C:18]=2[F:24])=[C:6]([C:8]2[N:25]([C:26]3[CH:27]=[C:28]([C:32]([Cl:35])=[CH:33][CH:34]=3)[C:29]([OH:31])=[O:30])[C:11]([CH3:12])=[CH:10][CH:9]=2)[CH:7]=1. The catalyst class is: 291. (4) Reactant: [CH:1]([C:3]1[CH:8]=[CH:7][C:6]([CH2:9][C:10]([OH:12])=[O:11])=[CH:5][CH:4]=1)=O.N1CCCCC1.[CH2:19]([O:21][C:22](=[O:38])[CH2:23][C:24]([C@@H:26]1[CH2:30][CH2:29][CH2:28][N:27]1[C:31]([O:33][C:34]([CH3:37])([CH3:36])[CH3:35])=[O:32])=[O:25])[CH3:20]. Product: [C:34]([O:33][C:31]([N:27]1[CH2:28][CH2:29][CH2:30][C@H:26]1[C:24](=[O:25])/[C:23](/[C:22]([O:21][CH2:19][CH3:20])=[O:38])=[CH:1]/[C:3]1[CH:8]=[CH:7][C:6]([CH2:9][C:10]([OH:12])=[O:11])=[CH:5][CH:4]=1)=[O:32])([CH3:36])([CH3:37])[CH3:35]. The catalyst class is: 48.